This data is from Full USPTO retrosynthesis dataset with 1.9M reactions from patents (1976-2016). The task is: Predict the reactants needed to synthesize the given product. Given the product [F:30][C:31]1[CH:32]=[C:33]([CH2:38][CH2:39][NH:40][C:24]2[N:23]=[C:22]([C:18]3[CH:19]=[CH:20][CH:21]=[C:16]([CH2:15][N:11]4[C@H:10]([CH3:29])[CH2:9][NH:8][CH2:13][C@@H:12]4[CH3:14])[CH:17]=3)[CH:27]=[CH:26][N:25]=2)[CH:34]=[C:35]([F:37])[CH:36]=1, predict the reactants needed to synthesize it. The reactants are: C(OC([N:8]1[CH2:13][CH:12]([CH3:14])[N:11]([CH2:15][C:16]2[CH:21]=[CH:20][CH:19]=[C:18]([C:22]3[CH:27]=[CH:26][N:25]=[C:24](Cl)[N:23]=3)[CH:17]=2)[CH:10]([CH3:29])[CH2:9]1)=O)(C)(C)C.[F:30][C:31]1[CH:32]=[C:33]([CH2:38][CH2:39][NH2:40])[CH:34]=[C:35]([F:37])[CH:36]=1.